This data is from CYP2C9 inhibition data for predicting drug metabolism from PubChem BioAssay. The task is: Regression/Classification. Given a drug SMILES string, predict its absorption, distribution, metabolism, or excretion properties. Task type varies by dataset: regression for continuous measurements (e.g., permeability, clearance, half-life) or binary classification for categorical outcomes (e.g., BBB penetration, CYP inhibition). Dataset: cyp2c9_veith. (1) The molecule is CCOC(=O)NNc1nncc2ccccc12. The result is 0 (non-inhibitor). (2) The molecule is CCCCSCc1nc2nc(Cl)c(Cl)nc2[nH]1. The result is 1 (inhibitor). (3) The compound is COc1cccc(-c2nnc3sc(-c4ccc(C)cc4)nn23)c1. The result is 1 (inhibitor).